Dataset: NCI-60 drug combinations with 297,098 pairs across 59 cell lines. Task: Regression. Given two drug SMILES strings and cell line genomic features, predict the synergy score measuring deviation from expected non-interaction effect. Drug 1: CC1C(C(CC(O1)OC2CC(OC(C2O)C)OC3=CC4=CC5=C(C(=O)C(C(C5)C(C(=O)C(C(C)O)O)OC)OC6CC(C(C(O6)C)O)OC7CC(C(C(O7)C)O)OC8CC(C(C(O8)C)O)(C)O)C(=C4C(=C3C)O)O)O)O. Drug 2: C1CN(P(=O)(OC1)NCCCl)CCCl. Cell line: HT29. Synergy scores: CSS=32.7, Synergy_ZIP=2.77, Synergy_Bliss=2.14, Synergy_Loewe=-61.2, Synergy_HSA=-1.28.